Dataset: Peptide-MHC class I binding affinity with 185,985 pairs from IEDB/IMGT. Task: Regression. Given a peptide amino acid sequence and an MHC pseudo amino acid sequence, predict their binding affinity value. This is MHC class I binding data. The peptide sequence is QARQMVQAM. The MHC is HLA-A31:01 with pseudo-sequence HLA-A31:01. The binding affinity (normalized) is 0.0847.